This data is from Catalyst prediction with 721,799 reactions and 888 catalyst types from USPTO. The task is: Predict which catalyst facilitates the given reaction. (1) Reactant: [F:1][C:2]1[CH:10]=[CH:9][CH:8]=[C:7]([F:11])[C:3]=1[C:4](Cl)=[O:5].[NH2:12][C:13]1[C:14]2[C:21]([C:22]([C:24]3[CH:29]=[CH:28][CH:27]=[C:26]([NH2:30])[CH:25]=3)=[O:23])=[CH:20][N:19]([CH:31]3[CH2:35][CH2:34][CH2:33][CH2:32]3)[C:15]=2[N:16]=[CH:17][N:18]=1. Product: [NH2:12][C:13]1[C:14]2[C:21]([C:22]([C:24]3[CH:25]=[C:26]([NH:30][C:4](=[O:5])[C:3]4[C:2]([F:1])=[CH:10][CH:9]=[CH:8][C:7]=4[F:11])[CH:27]=[CH:28][CH:29]=3)=[O:23])=[CH:20][N:19]([CH:31]3[CH2:32][CH2:33][CH2:34][CH2:35]3)[C:15]=2[N:16]=[CH:17][N:18]=1. The catalyst class is: 17. (2) Reactant: [C:1]([C:6]1[CH:11]=[CH:10][C:9]([NH:12][C:13](=[O:15])[CH3:14])=[CH:8][CH:7]=1)(=[O:5])[CH2:2][CH2:3][CH3:4].[Al+3].[Cl-].[Cl-].[Cl-].[Br:20]Br. Product: [Br:20][CH:2]([CH2:3][CH3:4])[C:1]([C:6]1[CH:11]=[CH:10][C:9]([NH:12][C:13](=[O:15])[CH3:14])=[CH:8][CH:7]=1)=[O:5]. The catalyst class is: 2. (3) Reactant: Br[C:2]1[CH:3]=[CH:4][C:5]([N+:15]([O-:17])=[O:16])=[C:6]([CH:14]=1)[NH:7][C:8]1[CH:13]=[CH:12][CH:11]=[CH:10][CH:9]=1.[CH3:18][CH:19]1[CH2:24][NH:23][CH2:22][CH:21]([CH3:25])[NH:20]1.O. The catalyst class is: 37. Product: [CH3:18][CH:19]1[NH:20][CH:21]([CH3:25])[CH2:22][N:23]([C:2]2[CH:3]=[CH:4][C:5]([N+:15]([O-:17])=[O:16])=[C:6]([CH:14]=2)[NH:7][C:8]2[CH:13]=[CH:12][CH:11]=[CH:10][CH:9]=2)[CH2:24]1. (4) Reactant: [CH3:1][O:2][C:3](=[O:14])[C:4]1[CH:9]=[CH:8][C:7](F)=[C:6]([N+:11]([O-:13])=[O:12])[CH:5]=1.C(O)(=O)/C=C/C(O)=O.[NH2:23][CH2:24][CH2:25][C:26]#[N:27].CCN(C(C)C)C(C)C. Product: [CH3:1][O:2][C:3](=[O:14])[C:4]1[CH:9]=[CH:8][C:7]([NH:27][CH2:26][CH2:25][C:24]#[N:23])=[C:6]([N+:11]([O-:13])=[O:12])[CH:5]=1. The catalyst class is: 3. (5) Reactant: [F:1][C:2]1[CH:38]=[CH:37][CH:36]=[C:35]([F:39])[C:3]=1[CH2:4][O:5][C:6]1[C:7]2[N:8]([C:13]([C:17]([NH:19][CH:20]3[CH2:25][CH2:24][N:23](C(OC(C)(C)C)=O)[CH2:22][C:21]3([F:34])[F:33])=[O:18])=[C:14]([CH3:16])[N:15]=2)[CH:9]=[C:10]([CH3:12])[CH:11]=1.Cl. The catalyst class is: 27. Product: [F:1][C:2]1[CH:38]=[CH:37][CH:36]=[C:35]([F:39])[C:3]=1[CH2:4][O:5][C:6]1[C:7]2[N:8]([C:13]([C:17]([NH:19][CH:20]3[CH2:25][CH2:24][NH:23][CH2:22][C:21]3([F:34])[F:33])=[O:18])=[C:14]([CH3:16])[N:15]=2)[CH:9]=[C:10]([CH3:12])[CH:11]=1. (6) Reactant: [Cl:1][C:2]1[CH:3]=[CH:4][C:5]([O:55][CH3:56])=[C:6]([CH:54]=1)[CH2:7][C@@H:8]1[C:14](=[O:15])[N:13]([C:16]([NH:18][C@@H:19]([C:23]2[CH:35]=[CH:34][C:26]([C:27]([O:29]C(C)(C)C)=[O:28])=[C:25]([N+:36]([O-:38])=[O:37])[CH:24]=2)[CH2:20][CH2:21][CH3:22])=[O:17])[CH2:12][C:11](=[N:39][OH:40])[N:10](CC2C(OC)=CC(OC)=CC=2OC)[CH2:9]1.Cl. Product: [ClH:1].[Cl:1][C:2]1[CH:3]=[CH:4][C:5]([O:55][CH3:56])=[C:6]([CH:54]=1)[CH2:7][C@@H:8]1[C:14](=[O:15])[N:13]([C:16]([NH:18][C@@H:19]([C:23]2[CH:35]=[CH:34][C:26]([C:27]([OH:29])=[O:28])=[C:25]([N+:36]([O-:38])=[O:37])[CH:24]=2)[CH2:20][CH2:21][CH3:22])=[O:17])[CH2:12][C:11](=[N:39][OH:40])[NH:10][CH2:9]1. The catalyst class is: 13.